Dataset: Reaction yield outcomes from USPTO patents with 853,638 reactions. Task: Predict the reaction yield, written as a fraction of the theoretical maximum amount of product (1.0 means a 100% yield; for example, 0.34 means a 34% yield). (1) The reactants are Br[C:2]1[CH:3]=[C:4]([C:8]2[C:9]3[C:14]([C:15]([C:22]4[CH:27]=[CH:26][CH:25]=[CH:24][CH:23]=4)=[C:16]4[C:21]=2[CH:20]=[CH:19][CH:18]=[CH:17]4)=[CH:13][CH:12]=[CH:11][CH:10]=3)[CH:5]=[CH:6][CH:7]=1.[CH:28]1[C:36]2[C:35]3[CH:37]=[CH:38][CH:39]=[CH:40][C:34]=3[O:33][C:32]=2[C:31]([C:41]2[CH:42]=[CH:43][C:44]3[NH:45][C:46]4[C:51]([C:52]=3[CH:53]=2)=[CH:50][CH:49]=[CH:48][CH:47]=4)=[CH:30][CH:29]=1.CC(C)([O-])C.[Na+].C(P(C(C)(C)C)C(C)(C)C)(C)(C)C. The catalyst is C1C=CC(/C=C/C(/C=C/C2C=CC=CC=2)=O)=CC=1.C1C=CC(/C=C/C(/C=C/C2C=CC=CC=2)=O)=CC=1.[Pd].CCCCCC.C1(C)C=CC=CC=1. The product is [CH:28]1[C:36]2[C:35]3[CH:37]=[CH:38][CH:39]=[CH:40][C:34]=3[O:33][C:32]=2[C:31]([C:41]2[CH:42]=[CH:43][C:44]3[N:45]([C:6]4[CH:7]=[CH:2][CH:3]=[C:4]([C:8]5[C:21]6[C:16]([C:15]([C:22]7[CH:27]=[CH:26][CH:25]=[CH:24][CH:23]=7)=[C:14]7[C:9]=5[CH:10]=[CH:11][CH:12]=[CH:13]7)=[CH:17][CH:18]=[CH:19][CH:20]=6)[CH:5]=4)[C:46]4[C:51]([C:52]=3[CH:53]=2)=[CH:50][CH:49]=[CH:48][CH:47]=4)=[CH:30][CH:29]=1. The yield is 0.880. (2) The reactants are BrC1C=CC([CH:8]([C:10]2[N:11]([CH3:25])[C:12]([S:15][CH2:16][CH2:17][CH2:18][N:19]3[CH2:24][CH2:23][CH2:22][CH2:21][CH2:20]3)=[N:13][CH:14]=2)[OH:9])=CC=1.N1CCCCC1.C([O-])([O-])=O.[K+].[K+]. The catalyst is CC(C)=O.CN(C=O)C. The product is [CH3:25][N:11]1[C:10]([CH:8]=[O:9])=[CH:14][N:13]=[C:12]1[S:15][CH2:16][CH2:17][CH2:18][N:19]1[CH2:24][CH2:23][CH2:22][CH2:21][CH2:20]1. The yield is 0.550.